This data is from Reaction yield outcomes from USPTO patents with 853,638 reactions. The task is: Predict the reaction yield, written as a fraction of the theoretical maximum amount of product (1.0 means a 100% yield; for example, 0.34 means a 34% yield). (1) The reactants are [C:1]([N:4]1[C:13]2[C:8](=[CH:9][C:10]([C:14]#[CH:15])=[CH:11][CH:12]=2)[C@H:7]([NH:16][C:17]2[N:22]=[CH:21][CH:20]=[CH:19][N:18]=2)[CH2:6][C@@H:5]1[CH3:23])(=[O:3])[CH3:2].CN(C)C=O.C[Si]([N:33]=[N+:34]=[N-:35])(C)C. The catalyst is [Cu]I.CO. The product is [C:1]([N:4]1[C:13]2[C:8](=[CH:9][C:10]([C:14]3[N:33]=[N:34][NH:35][CH:15]=3)=[CH:11][CH:12]=2)[C@H:7]([NH:16][C:17]2[N:18]=[CH:19][CH:20]=[CH:21][N:22]=2)[CH2:6][C@@H:5]1[CH3:23])(=[O:3])[CH3:2]. The yield is 0.0585. (2) The reactants are [NH2:1][C:2]1[CH:32]=[CH:31][C:5]([O:6][C:7]2[CH:12]=[CH:11][N:10]=[C:9]3[CH:13]=[C:14]([C:16]([NH:18][CH:19]4[CH2:23][CH2:22][N:21](C(OC(C)(C)C)=O)[CH2:20]4)=[O:17])[S:15][C:8]=23)=[C:4]([F:33])[CH:3]=1.[C:34]1([CH2:40][C:41]([N:43]=[C:44]=[S:45])=[O:42])[CH:39]=[CH:38][CH:37]=[CH:36][CH:35]=1. The catalyst is C1COCC1.C(O)(C(F)(F)F)=O.C(Cl)Cl. The product is [F:33][C:4]1[CH:3]=[C:2]([NH:1][C:44]([NH:43][C:41](=[O:42])[CH2:40][C:34]2[CH:35]=[CH:36][CH:37]=[CH:38][CH:39]=2)=[S:45])[CH:32]=[CH:31][C:5]=1[O:6][C:7]1[CH:12]=[CH:11][N:10]=[C:9]2[CH:13]=[C:14]([C:16]([NH:18][CH:19]3[CH2:23][CH2:22][NH:21][CH2:20]3)=[O:17])[S:15][C:8]=12. The yield is 0.800. (3) The reactants are C1(P(=O)(C2C=CC=CC=2)C2C=CC=CC=2)C=CC=CC=1.FC(F)(F)S(OS(C(F)(F)F)(=O)=O)(=O)=O.C([S:43][CH:44]([CH2:71][N:72]1[CH2:77][CH2:76][O:75][CH2:74][CH2:73]1)[CH2:45][NH:46][C:47]([C:49]1[NH:50][C:51]2[C:56]([CH:57]=1)=[C:55]([CH3:58])[CH:54]=[CH:53][C:52]=2[N:59]([S:61]([C:64]1[C:65]([Cl:70])=[N:66][CH:67]=[CH:68][CH:69]=1)(=[O:63])=[O:62])[CH3:60])=O)C1C=CC=CC=1.CSC.C(=O)([O-])O.[Na+]. The catalyst is C(#N)C. The product is [Cl:70][C:65]1[C:64]([S:61]([N:59]([CH3:60])[C:52]2[CH:53]=[CH:54][C:55]([CH3:58])=[C:56]3[C:51]=2[NH:50][C:49]([C:47]2[S:43][CH:44]([CH2:71][N:72]4[CH2:77][CH2:76][O:75][CH2:74][CH2:73]4)[CH2:45][N:46]=2)=[CH:57]3)(=[O:62])=[O:63])=[CH:69][CH:68]=[CH:67][N:66]=1. The yield is 0.760. (4) The reactants are [CH3:1][O:2][C:3](=[O:11])[C:4]1[CH:9]=[CH:8][C:7]([NH2:10])=[CH:6][CH:5]=1.[Br:12][C:13]1[CH:14]=[CH:15][C:16]([CH3:21])=[C:17]([CH:20]=1)[CH:18]=O.FC(F)(F)S([O-])(=O)=O.[Yb+3].FC(F)(F)S([O-])(=O)=O.FC(F)(F)S([O-])(=O)=O. The catalyst is C(#N)C.C(OCC)(=O)C.C=C(C)C. The product is [CH3:1][O:2][C:3]([C:4]1[CH:5]=[C:6]2[C:7](=[CH:8][CH:9]=1)[NH:10][CH:18]([C:17]1[CH:20]=[C:13]([Br:12])[CH:14]=[CH:15][C:16]=1[CH3:21])[CH2:3][C:4]2([CH3:9])[CH3:5])=[O:11]. The yield is 0.350. (5) The reactants are [CH3:1][O:2][C:3](=[O:29])[C@H:4]([CH2:19][C:20]1[CH:25]=[CH:24][C:23]([N+]([O-])=O)=[CH:22][CH:21]=1)[NH:5]C(C1(CCNC(=O)C)CCCC1)=S.O.ClCCl.CC(C)=O. The catalyst is CO.C(OCC)(=O)C.[Cl-].[NH4+].[Zn]. The product is [CH3:1][O:2][C:3](=[O:29])[C@H:4]([CH2:19][C:20]1[CH:25]=[CH:24][CH:23]=[CH:22][CH:21]=1)[NH2:5]. The yield is 0.950.